This data is from Catalyst prediction with 721,799 reactions and 888 catalyst types from USPTO. The task is: Predict which catalyst facilitates the given reaction. (1) Reactant: [CH3:1][N:2]([CH3:30])[C:3]([C:5]1[C:18]([CH2:19][CH2:20][C:21](=[O:28])[C:22]2[CH:27]=[CH:26][CH:25]=[CH:24][CH:23]=2)=[C:17]([OH:29])[C:8]2[N:9]=[C:10]([C:13]([F:16])([F:15])[F:14])[N:11]([CH3:12])[C:7]=2[CH:6]=1)=[O:4].[BH4-].[Na+].[Cl-].[NH4+].O. Product: [CH3:30][N:2]([CH3:1])[C:3]([C:5]1[C:18]([CH2:19][CH2:20][CH:21]([OH:28])[C:22]2[CH:23]=[CH:24][CH:25]=[CH:26][CH:27]=2)=[C:17]([OH:29])[C:8]2[N:9]=[C:10]([C:13]([F:16])([F:14])[F:15])[N:11]([CH3:12])[C:7]=2[CH:6]=1)=[O:4]. The catalyst class is: 8. (2) Reactant: Br[C:2]1[O:6][C:5]([C:7]2[N:11]([CH2:12][C:13]([O:15][CH2:16][CH3:17])=[O:14])[N:10]=[C:9]([C:18]([F:21])([F:20])[F:19])[CH:8]=2)=[CH:4][CH:3]=1.[CH3:22][S:23][C:24]1[CH:25]=[C:26](B(O)O)[CH:27]=[CH:28][CH:29]=1.C(=O)([O-])[O-].[Na+].[Na+]. Product: [CH3:22][S:23][C:24]1[CH:29]=[C:28]([C:2]2[O:6][C:5]([C:7]3[N:11]([CH2:12][C:13]([O:15][CH2:16][CH3:17])=[O:14])[N:10]=[C:9]([C:18]([F:21])([F:20])[F:19])[CH:8]=3)=[CH:4][CH:3]=2)[CH:27]=[CH:26][CH:25]=1. The catalyst class is: 128. (3) Reactant: C([O:3][C:4](=[O:21])[CH2:5][CH:6]1[O:10][B:9]([OH:11])[C:8]2[CH:12]=[C:13]([O:19][CH3:20])[CH:14]=[C:15]([CH2:16][O:17][CH3:18])[C:7]1=2)C.[Li+].[OH-].Cl. Product: [OH:11][B:9]1[C:8]2[CH:12]=[C:13]([O:19][CH3:20])[CH:14]=[C:15]([CH2:16][O:17][CH3:18])[C:7]=2[CH:6]([CH2:5][C:4]([OH:21])=[O:3])[O:10]1. The catalyst class is: 20. (4) Reactant: [OH:1][CH2:2][C:3]1[CH:11]=[CH:10][C:6]([C:7]([OH:9])=[O:8])=[CH:5][C:4]=1[N+:12]([O-:14])=[O:13].[CH3:15]O. Product: [CH3:15][O:8][C:7](=[O:9])[C:6]1[CH:10]=[CH:11][C:3]([CH2:2][OH:1])=[C:4]([N+:12]([O-:14])=[O:13])[CH:5]=1. The catalyst class is: 82. (5) Reactant: [Si:1]([O:18][CH2:19][C:20]1[C:25]([N:26]2[CH2:31][C@@H:30]([CH3:32])[O:29][C@H:28]([CH3:33])[CH2:27]2)=[C:24]([F:34])[C:23]([F:35])=[CH:22][CH:21]=1)([C:14]([CH3:17])([CH3:16])[CH3:15])([C:8]1[CH:13]=[CH:12][CH:11]=[CH:10][CH:9]=1)[C:2]1[CH:7]=[CH:6][CH:5]=[CH:4][CH:3]=1.[F:36][CH:37]([F:44])[C:38](N(OC)C)=[O:39].C1COCC1. Product: [Si:1]([O:18][CH2:19][C:20]1[C:25]([N:26]2[CH2:31][C@@H:30]([CH3:32])[O:29][C@H:28]([CH3:33])[CH2:27]2)=[C:24]([F:34])[C:23]([F:35])=[C:22]([C:38](=[O:39])[CH:37]([F:44])[F:36])[CH:21]=1)([C:14]([CH3:16])([CH3:17])[CH3:15])([C:2]1[CH:7]=[CH:6][CH:5]=[CH:4][CH:3]=1)[C:8]1[CH:13]=[CH:12][CH:11]=[CH:10][CH:9]=1. The catalyst class is: 237. (6) Reactant: [CH3:1][C:2]1[C:39]([CH3:40])=[CH:38][CH:37]=[CH:36][C:3]=1[O:4][CH2:5][CH2:6][CH2:7][C:8]([N:10]1[C:19]2[C:14](=[C:15]([C:20]3[CH:21]=[N:22][N:23]([CH2:25][C:26]4[CH:31]=[CH:30][CH:29]=[C:28]([O:32][CH2:33][CH2:34][OH:35])[CH:27]=4)[CH:24]=3)[CH:16]=[CH:17][CH:18]=2)[CH2:13][CH2:12][CH2:11]1)=[O:9].[CH3:41][S:42](Cl)(=[O:44])=[O:43].C(N(CC)CC)C. Product: [CH3:41][S:42]([O:35][CH2:34][CH2:33][O:32][C:28]1[CH:29]=[CH:30][CH:31]=[C:26]([CH2:25][N:23]2[CH:24]=[C:20]([C:15]3[CH:16]=[CH:17][CH:18]=[C:19]4[C:14]=3[CH2:13][CH2:12][CH2:11][N:10]4[C:8](=[O:9])[CH2:7][CH2:6][CH2:5][O:4][C:3]3[CH:36]=[CH:37][CH:38]=[C:39]([CH3:40])[C:2]=3[CH3:1])[CH:21]=[N:22]2)[CH:27]=1)(=[O:44])=[O:43]. The catalyst class is: 2. (7) Reactant: [CH2:1]([C:5]1[O:6][C:7]2[CH:23]=[CH:22][CH:21]=[CH:20][C:8]=2[C:9]=1[CH2:10][CH2:11][C:12]1[CH:17]=[CH:16][C:15]([O:18]C)=[CH:14][CH:13]=1)[CH2:2][CH2:3][CH3:4].B(Br)(Br)Br. Product: [CH2:1]([C:5]1[O:6][C:7]2[CH:23]=[CH:22][CH:21]=[CH:20][C:8]=2[C:9]=1[CH2:10][CH2:11][C:12]1[CH:13]=[CH:14][C:15]([OH:18])=[CH:16][CH:17]=1)[CH2:2][CH2:3][CH3:4]. The catalyst class is: 2. (8) Reactant: [F:1][C:2]1[CH:7]=[CH:6][C:5]([C:8]2[C:13]([CH2:14]O)=[C:12]([CH:16]([CH3:18])[CH3:17])[N:11]=[C:10]([S:19][CH3:20])[N:9]=2)=[CH:4][CH:3]=1.ClCCl.P(Br)(Br)[Br:25]. Product: [F:1][C:2]1[CH:7]=[CH:6][C:5]([C:8]2[C:13]([CH2:14][Br:25])=[C:12]([CH:16]([CH3:18])[CH3:17])[N:11]=[C:10]([S:19][CH3:20])[N:9]=2)=[CH:4][CH:3]=1. The catalyst class is: 6.